This data is from Full USPTO retrosynthesis dataset with 1.9M reactions from patents (1976-2016). The task is: Predict the reactants needed to synthesize the given product. (1) Given the product [ClH:26].[O:1]1[C:5]2[CH:6]=[CH:7][CH:8]=[CH:9][C:4]=2[N:3]=[C:2]1[NH:10][C@@H:11]1[CH2:15][NH:14][C@H:13]([C:23]([N:30]2[CH2:31][CH2:32][CH2:33][C@H:29]2[C:27]#[N:28])=[O:25])[CH2:12]1, predict the reactants needed to synthesize it. The reactants are: [O:1]1[C:5]2[CH:6]=[CH:7][CH:8]=[CH:9][C:4]=2[N:3]=[C:2]1[NH:10][C@@H:11]1[CH2:15][N:14](C(OC(C)(C)C)=O)[C@H:13]([C:23]([OH:25])=O)[CH2:12]1.[ClH:26].[C:27]([C@@H:29]1[CH2:33][CH2:32][CH2:31][NH:30]1)#[N:28]. (2) Given the product [CH2:1]([O:3][CH2:4][CH2:5][O:6][C:7]1[CH:12]=[C:11]([CH3:13])[C:10]([C:14]2[CH:19]=[CH:18][CH:17]=[C:16]([CH2:20][NH:21][C:22]3[CH:23]=[CH:24][C:25]([CH2:28][CH2:29][C:30]([OH:32])=[O:31])=[CH:26][CH:27]=3)[CH:15]=2)=[C:9]([CH3:34])[CH:8]=1)[CH3:2], predict the reactants needed to synthesize it. The reactants are: [CH2:1]([O:3][CH2:4][CH2:5][O:6][C:7]1[CH:12]=[C:11]([CH3:13])[C:10]([C:14]2[CH:19]=[CH:18][CH:17]=[C:16]([CH2:20][NH:21][C:22]3[CH:27]=[CH:26][C:25]([CH2:28][CH2:29][C:30]([O:32]C)=[O:31])=[CH:24][CH:23]=3)[CH:15]=2)=[C:9]([CH3:34])[CH:8]=1)[CH3:2].[OH-].[Na+].O.C(O)(=O)CC(CC(O)=O)(C(O)=O)O. (3) Given the product [CH2:23]([O:25][C:12]([C@H:2]1[CH2:7][CH2:6][CH2:5][C@@H:4]([C:13]([O:17][CH2:18][CH3:19])=[O:20])[CH2:3]1)=[O:1])[CH3:24], predict the reactants needed to synthesize it. The reactants are: [OH2:1].[C:2]1([CH3:12])[CH:7]=[CH:6][C:5](S(O)(=O)=O)=[CH:4][CH:3]=1.[CH:13]([O:20]CC)([O:17][CH2:18][CH3:19])OCC.[CH2:23]([OH:25])[CH3:24]. (4) Given the product [CH2:30]([Sn:25]([CH2:21][CH2:22][CH2:23][CH3:24])([CH2:26][CH2:27][CH2:28][CH3:29])[CH2:37][O:36][CH2:34][CH3:35])[CH2:31][CH2:32][CH3:33], predict the reactants needed to synthesize it. The reactants are: C(NC(C)C)(C)C.C([Li])CCC.C([N-]C(C)C)(C)C.[Li+].[CH2:21]([SnH:25]([CH2:30][CH2:31][CH2:32][CH3:33])[CH2:26][CH2:27][CH2:28][CH3:29])[CH2:22][CH2:23][CH3:24].[CH2:34]([O:36][CH2:37]Cl)[CH3:35].[Cl-].[NH4+]. (5) Given the product [CH3:16][N:17]([CH3:24])[CH:18]1[CH2:23][CH2:22][N:21]([C:2]2[NH:3][C:4](=[O:15])[C:5]3[C:10]([CH:11]=2)=[C:9]([N+:12]([O-:14])=[O:13])[CH:8]=[CH:7][CH:6]=3)[CH2:20][CH2:19]1, predict the reactants needed to synthesize it. The reactants are: Cl[C:2]1[NH:3][C:4](=[O:15])[C:5]2[C:10]([CH:11]=1)=[C:9]([N+:12]([O-:14])=[O:13])[CH:8]=[CH:7][CH:6]=2.[CH3:16][N:17]([CH3:24])[CH:18]1[CH2:23][CH2:22][NH:21][CH2:20][CH2:19]1. (6) Given the product [CH2:36]([O:43][N:44]=[C:10]1[CH:11]([C:14]2[CH:19]=[CH:18][C:17]([O:20][CH2:21][CH2:22][CH2:23][O:24][CH2:25][C:26]3[CH:31]=[CH:30][CH:29]=[CH:28][C:27]=3[O:32][CH3:33])=[CH:16][CH:15]=2)[CH2:12][CH2:13][NH:8][CH2:9]1)[C:37]1[CH:42]=[CH:41][CH:40]=[CH:39][CH:38]=1, predict the reactants needed to synthesize it. The reactants are: C(OC([N:8]1[CH2:13][CH2:12][CH:11]([C:14]2[CH:19]=[CH:18][C:17]([O:20][CH2:21][CH2:22][CH2:23][O:24][CH2:25][C:26]3[CH:31]=[CH:30][CH:29]=[CH:28][C:27]=3[O:32][CH3:33])=[CH:16][CH:15]=2)[C:10](=O)[CH2:9]1)=O)(C)(C)C.Cl.[CH2:36]([O:43][NH2:44])[C:37]1[CH:42]=[CH:41][CH:40]=[CH:39][CH:38]=1. (7) Given the product [Cl:1][C:2]1[CH:7]=[C:6]([C:8]([F:11])([F:10])[F:9])[CH:5]=[CH:4][C:3]=1[O:13][C:14]1[CH:19]=[CH:18][C:17]([B:20]([OH:22])[OH:21])=[CH:16][CH:15]=1, predict the reactants needed to synthesize it. The reactants are: [Cl:1][C:2]1[CH:7]=[C:6]([C:8]([F:11])([F:10])[F:9])[CH:5]=[CH:4][C:3]=1F.[OH:13][C:14]1[CH:19]=[CH:18][C:17]([B:20]([OH:22])[OH:21])=[CH:16][CH:15]=1.C(=O)([O-])[O-].[K+].[K+].Cl. (8) Given the product [Br:1][C:2]1[CH:7]=[CH:6][C:5]([O:8][CH:13]([F:23])[F:22])=[C:4]([Cl:9])[CH:3]=1, predict the reactants needed to synthesize it. The reactants are: [Br:1][C:2]1[CH:7]=[CH:6][C:5]([OH:8])=[C:4]([Cl:9])[CH:3]=1.[OH-].[K+].Cl[C:13]([F:23])([F:22])C(C1C=CC=CC=1)=O. (9) Given the product [ClH:1].[N:36]1[CH:37]=[CH:38][CH:39]=[C:34]([CH2:33][NH:32][C:2]2[N:7]=[C:6]([C:8]3[CH:13]=[CH:12][CH:11]=[CH:10][CH:9]=3)[N:5]=[C:4]([C:14]([NH:16][C:17]3[CH:22]=[CH:21][CH:20]=[CH:19][C:18]=3[C:23]3[S:24][C:25]4[CH:26]=[N:27][CH:28]=[CH:29][C:30]=4[N:31]=3)=[O:15])[CH:3]=2)[CH:35]=1, predict the reactants needed to synthesize it. The reactants are: [Cl:1][C:2]1[N:7]=[C:6]([C:8]2[CH:13]=[CH:12][CH:11]=[CH:10][CH:9]=2)[N:5]=[C:4]([C:14]([NH:16][C:17]2[CH:22]=[CH:21][CH:20]=[CH:19][C:18]=2[C:23]2[S:24][C:25]3[CH:26]=[N:27][CH:28]=[CH:29][C:30]=3[N:31]=2)=[O:15])[CH:3]=1.[NH2:32][CH2:33][C:34]1[CH:35]=[N:36][CH:37]=[CH:38][CH:39]=1. (10) Given the product [F:24][C:25]1[CH:26]=[C:27]2[C:31](=[CH:32][C:33]=1[NH:34][C:35](=[O:40])[C:36]([OH:39])([CH3:38])[CH3:37])[NH:30][C:29](=[O:41])/[C:28]/2=[CH:14]\[C:11]1[NH:10][C:7]2[CH2:8][CH2:9][N:4]([CH2:3][C@@H:2]([OH:1])[CH2:17][N:18]3[CH2:19][CH2:20][O:21][CH2:22][CH2:23]3)[C:5](=[O:16])[C:6]=2[C:12]=1[CH3:13], predict the reactants needed to synthesize it. The reactants are: [OH:1][C@@H:2]([CH2:17][N:18]1[CH2:23][CH2:22][O:21][CH2:20][CH2:19]1)[CH2:3][N:4]1[CH2:9][CH2:8][C:7]2[NH:10][C:11]([CH:14]=O)=[C:12]([CH3:13])[C:6]=2[C:5]1=[O:16].[F:24][C:25]1[CH:26]=[C:27]2[C:31](=[CH:32][C:33]=1[NH:34][C:35](=[O:40])[C:36]([OH:39])([CH3:38])[CH3:37])[NH:30][C:29](=[O:41])[CH2:28]2.N1CCCCC1.